Task: Predict the reactants needed to synthesize the given product.. Dataset: Retrosynthesis with 50K atom-mapped reactions and 10 reaction types from USPTO (1) Given the product C#Cc1cccc(C(C)(C)C)c1, predict the reactants needed to synthesize it. The reactants are: CC(C)(C)c1cccc(C#C[Si](C)(C)C)c1. (2) Given the product c1ccc(CCNc2ccccc2)cc1, predict the reactants needed to synthesize it. The reactants are: Nc1ccccc1.O=CCc1ccccc1. (3) Given the product Cc1cc(C(=O)O)ccc1S(C)(=O)=O, predict the reactants needed to synthesize it. The reactants are: COC(=O)c1ccc(S(C)(=O)=O)c(C)c1. (4) Given the product COC(=O)c1cc(I)cc(C(=O)O)c1, predict the reactants needed to synthesize it. The reactants are: COC(=O)c1cc(I)cc(C(=O)OC)c1. (5) Given the product CCOCC(=O)Nc1c(Cl)nc2ccccc2c1NCCNC(=O)OC(C)(C)C, predict the reactants needed to synthesize it. The reactants are: CC(C)(C)OC(=O)NCCNc1c(N)c(Cl)nc2ccccc12.CCOCC(=O)Cl. (6) Given the product COC1(C#CCOCc2ccc3ccccc3c2)CCOCC1, predict the reactants needed to synthesize it. The reactants are: BrCc1ccc2ccccc2c1.COC1(C#CCO)CCOCC1. (7) Given the product Cc1nc(N2CCCC(Br)C2=O)sc1C(=O)NCc1ccccc1, predict the reactants needed to synthesize it. The reactants are: Cc1nc(N2CCCCC2=O)sc1C(=O)NCc1ccccc1.O=C1CCC(=O)N1Br. (8) Given the product CCc1sc(C(=O)C(C)C)cc1C(Nc1ccc(C(=O)O)cc1)C1CCCCC1, predict the reactants needed to synthesize it. The reactants are: CCc1sc(C(=O)C(C)C)cc1C(Nc1ccc(C(=O)OC)cc1)C1CCCCC1. (9) Given the product OCCC1COc2ccc(Cl)cc2N1, predict the reactants needed to synthesize it. The reactants are: CCOC(=O)CC1COc2ccc(Cl)cc2N1.